Dataset: Reaction yield outcomes from USPTO patents with 853,638 reactions. Task: Predict the reaction yield, written as a fraction of the theoretical maximum amount of product (1.0 means a 100% yield; for example, 0.34 means a 34% yield). (1) The reactants are C[O:2][C:3]([CH:5]1[CH2:9][CH:8]([CH2:10][CH2:11][C:12]([F:15])([F:14])[CH3:13])[CH2:7][N:6]1[C:16]([O:18][C:19]([CH3:22])([CH3:21])[CH3:20])=[O:17])=[O:4].O.[OH-].[Li+]. The catalyst is C1COCC1.O. The product is [C:19]([O:18][C:16]([N:6]1[CH2:7][CH:8]([CH2:10][CH2:11][C:12]([F:14])([F:15])[CH3:13])[CH2:9][CH:5]1[C:3]([OH:4])=[O:2])=[O:17])([CH3:20])([CH3:21])[CH3:22]. The yield is 0.830. (2) The product is [NH2:7][C:8]1[CH:9]=[CH:10][CH:11]=[CH:12][C:13]=1[C:28]([CH:30]1[CH2:34][CH2:33][CH2:32][CH2:31]1)=[O:29]. The catalyst is CCOCC. The reactants are C(OC(=O)[NH:7][C:8]1[CH:13]=[CH:12][CH:11]=[CH:10][CH:9]=1)(C)(C)C.[Li]C(C)(C)C.CCCCC.CON(C)[C:28]([CH:30]1[CH2:34][CH2:33][CH2:32][CH2:31]1)=[O:29]. The yield is 0.680. (3) The reactants are [F:1][C:2]1[CH:7]=[CH:6][C:5]([C:8]([CH3:20])([CH3:19])[CH2:9][NH:10][C:11]2[N:12]=[N:13][C:14]([CH:17]=[CH2:18])=[CH:15][CH:16]=2)=[CH:4][CH:3]=1.[H][H]. The catalyst is C(O)C.[Pd]. The product is [CH2:17]([C:14]1[N:13]=[N:12][C:11]([NH:10][CH2:9][C:8]([C:5]2[CH:6]=[CH:7][C:2]([F:1])=[CH:3][CH:4]=2)([CH3:20])[CH3:19])=[CH:16][CH:15]=1)[CH3:18]. The yield is 0.100. (4) The reactants are [Cl:1][C:2]1[C:3]([O:12][C:13]2[CH:18]=[C:17]([O:19][CH:20]([CH3:22])[CH3:21])[CH:16]=[CH:15][C:14]=2/[CH:23]=[C:24](\[CH3:28])/[C:25]([OH:27])=O)=[N:4][CH:5]=[C:6]([C:8]([F:11])([F:10])[F:9])[CH:7]=1.Cl.C(N=C=NCCCN(C)C)C.[CH3:41][CH:42]1[CH2:47][CH2:46][CH:45]([NH:48][S:49]([NH2:52])(=[O:51])=[O:50])[CH2:44][CH2:43]1.Cl. The catalyst is C(#N)C.CN(C)C1C=CN=CC=1.C(OCC)(=O)C. The product is [Cl:1][C:2]1[C:3]([O:12][C:13]2[CH:18]=[C:17]([O:19][CH:20]([CH3:22])[CH3:21])[CH:16]=[CH:15][C:14]=2/[CH:23]=[C:24](\[CH3:28])/[C:25]([NH:52][S:49]([NH:48][CH:45]2[CH2:46][CH2:47][CH:42]([CH3:41])[CH2:43][CH2:44]2)(=[O:51])=[O:50])=[O:27])=[N:4][CH:5]=[C:6]([C:8]([F:10])([F:9])[F:11])[CH:7]=1. The yield is 0.490. (5) The reactants are [CH3:1][C:2]1[N:6]([CH:7]([CH2:11][CH3:12])[C:8]([OH:10])=O)[N:5]=[C:4]([C:13]([F:16])([F:15])[F:14])[CH:3]=1.[F:17][C:18]1[CH:23]=[CH:22][C:21]([N:24]2[C:32]3[CH2:31][CH2:30][CH:29]([CH3:33])[NH:28][C:27]=3[CH:26]=[N:25]2)=[CH:20][CH:19]=1. No catalyst specified. The product is [F:17][C:18]1[CH:19]=[CH:20][C:21]([N:24]2[C:32]3[CH2:31][CH2:30][CH:29]([CH3:33])[N:28]([C:8](=[O:10])[CH:7]([N:6]4[C:2]([CH3:1])=[CH:3][C:4]([C:13]([F:16])([F:15])[F:14])=[N:5]4)[CH2:11][CH3:12])[C:27]=3[CH:26]=[N:25]2)=[CH:22][CH:23]=1. The yield is 0.460. (6) The reactants are [F:1][C:2]1[CH:32]=[CH:31][C:5]([CH2:6][NH:7][C:8]([C:10]2[N:15]=[C:14]([CH3:16])[N:13]=[C:12]([C:17]3[CH2:21][C@@H:20]([C@H:22]4[CH2:27][O:26][C@H:25]([C:28]([OH:30])=[O:29])[CH2:24][O:23]4)[O:19][N:18]=3)[CH:11]=2)=[O:9])=[CH:4][C:3]=1[O:33][CH3:34].[C:35](=O)([O-])[O-].[K+].[K+].IC. The catalyst is CN(C=O)C. The product is [F:1][C:2]1[CH:32]=[CH:31][C:5]([CH2:6][NH:7][C:8]([C:10]2[N:15]=[C:14]([CH3:16])[N:13]=[C:12]([C:17]3[CH2:21][C@@H:20]([C@H:22]4[CH2:27][O:26][C@H:25]([C:28]([O:30][CH3:35])=[O:29])[CH2:24][O:23]4)[O:19][N:18]=3)[CH:11]=2)=[O:9])=[CH:4][C:3]=1[O:33][CH3:34]. The yield is 0.870. (7) The reactants are [H-].[Na+].[Br:3][C:4]1[CH:9]=[CH:8][CH:7]=[CH:6][C:5]=1[OH:10].[CH3:11][O:12][CH2:13]Cl.O. The catalyst is CN(C)C=O. The product is [Br:3][C:4]1[CH:9]=[CH:8][CH:7]=[CH:6][C:5]=1[O:10][CH2:11][O:12][CH3:13]. The yield is 0.940. (8) The reactants are [CH3:1][C:2]1[N:3]=[CH:4][CH:5]=[C:6]2[C:11]=1[C:10](=[O:12])[N:9]([CH3:13])[C:8]1[CH:14]=[C:15]([O:22][CH2:23][C@@H:24]([N:29]3C(=O)C4C(=CC=CC=4)C3=O)[CH2:25][CH:26]([CH3:28])[CH3:27])[C:16]([C:18]([F:21])([F:20])[F:19])=[CH:17][C:7]2=1.O.NN. The catalyst is CCO. The product is [NH2:29][C@@H:24]([CH2:25][CH:26]([CH3:28])[CH3:27])[CH2:23][O:22][C:15]1[C:16]([C:18]([F:20])([F:21])[F:19])=[CH:17][C:7]2[C:6]3[C:11](=[C:2]([CH3:1])[N:3]=[CH:4][CH:5]=3)[C:10](=[O:12])[N:9]([CH3:13])[C:8]=2[CH:14]=1. The yield is 0.640.